Task: Predict which catalyst facilitates the given reaction.. Dataset: Catalyst prediction with 721,799 reactions and 888 catalyst types from USPTO (1) The catalyst class is: 1. Product: [Cl:16][C:14]1[CH:13]=[CH:12][C:5]([O:6][C@@H:7]([CH3:11])[C:8]([OH:10])=[O:9])=[C:4]([C:18]2[CH:19]=[CH:20][C:21]([S:24]([N:27]([CH3:29])[CH3:28])(=[O:25])=[O:26])=[CH:22][CH:23]=2)[CH:15]=1. Reactant: B([C:4]1[CH:15]=[C:14]([Cl:16])[CH:13]=[CH:12][C:5]=1[O:6][C@@H:7]([CH3:11])[C:8]([OH:10])=[O:9])(O)O.Br[C:18]1[CH:23]=[CH:22][C:21]([S:24]([N:27]([CH3:29])[CH3:28])(=[O:26])=[O:25])=[CH:20][CH:19]=1. (2) Reactant: CN(C)C=O.[CH2:6]([O:10][C:11]1[C:16]([F:17])=[C:15](Cl)[N:14]=[CH:13][N:12]=1)[C:7]#[C:8][CH3:9].C(=O)([O-])[O-].F[C:24](F)(F)[CH:25]1[CH2:30][CH2:29][CH2:28][NH:27][CH2:26]1. Product: [CH2:6]([O:10][C:11]1[C:16]([F:17])=[C:15]([N:27]2[CH2:28][CH2:29][CH2:30][CH:25]([CH3:24])[CH2:26]2)[N:14]=[CH:13][N:12]=1)[C:7]#[C:8][CH3:9]. The catalyst class is: 13.